Dataset: Forward reaction prediction with 1.9M reactions from USPTO patents (1976-2016). Task: Predict the product of the given reaction. (1) Given the reactants [F:1][C:2]1[C:7]([F:8])=[CH:6][CH:5]=[CH:4][C:3]=1[C@:9]([OH:17])([CH2:13][N+:14]([O-])=O)[CH:10]([F:12])[F:11], predict the reaction product. The product is: [NH2:14][CH2:13][C@:9]([C:3]1[CH:4]=[CH:5][CH:6]=[C:7]([F:8])[C:2]=1[F:1])([OH:17])[CH:10]([F:12])[F:11]. (2) Given the reactants [OH:1][C@@H:2]1[C@H:7]([OH:8])[CH2:6][CH2:5][CH2:4][C@H:3]1[NH:9][C:10](=[O:26])[C:11]1[CH:16]=[CH:15][N:14]=[CH:13][C:12]=1[NH:17][C:18]1[CH:23]=[CH:22][C:21](I)=[CH:20][C:19]=1[F:25].[BH4-].[Na+].[OH-].[Na+], predict the reaction product. The product is: [OH:1][C@@H:2]1[C@H:7]([OH:8])[CH2:6][CH2:5][CH2:4][C@H:3]1[NH:9][C:10](=[O:26])[C:11]1[CH:16]=[CH:15][N:14]=[CH:13][C:12]=1[NH:17][C:18]1[CH:23]=[CH:22][CH:21]=[CH:20][C:19]=1[F:25]. (3) The product is: [CH3:11][NH:10][C:8]1[CH:7]=[CH:6][C:5]2[CH2:1][O:2][CH2:3][C:4]=2[CH:9]=1. Given the reactants [CH2:1]1[C:5]2[CH:6]=[CH:7][C:8]([NH:10][CH:11]=O)=[CH:9][C:4]=2[CH2:3][O:2]1.[H-].[H-].[H-].[H-].[Li+].[Al+3], predict the reaction product. (4) The product is: [C:16]([NH:7][C@H:6]([C:8]([OH:10])=[O:9])[CH2:5][CH:4]([C:3]([F:12])([F:13])[F:2])[CH3:11])(=[O:18])[CH3:17]. Given the reactants Cl.[F:2][C:3]([F:13])([F:12])[CH:4]([CH3:11])[CH2:5][C@@H:6]([C:8]([OH:10])=[O:9])[NH2:7].[OH-].[Na+].[C:16](OC(=O)C)(=[O:18])[CH3:17], predict the reaction product. (5) Given the reactants [O:1]=[C:2]1[NH:6][C@H:5]([C:7]([O:9][CH3:10])=[O:8])[CH2:4][CH2:3]1.C(N(CC)CC)C.[O:18](C(OC(C)(C)C)=O)[C:19]([O:21][C:22]([CH3:25])([CH3:24])[CH3:23])=O, predict the reaction product. The product is: [O:1]=[C:2]1[N:6]([C:19]([O:21][C:22]([CH3:25])([CH3:24])[CH3:23])=[O:18])[C@H:5]([C:7]([O:9][CH3:10])=[O:8])[CH2:4][CH2:3]1. (6) Given the reactants [Br:1][C:2]1[C:11]2[CH:10]=[N:9][CH:8]=[CH:7][C:6]=2[C:5]([OH:12])=[C:4]([CH2:13][CH2:14][CH3:15])[CH:3]=1.[BH3-]C#N.[Na+].B(F)(F)F.CCOCC, predict the reaction product. The product is: [Br:1][C:2]1[C:11]2[CH2:10][NH:9][CH2:8][CH2:7][C:6]=2[C:5]([OH:12])=[C:4]([CH2:13][CH2:14][CH3:15])[CH:3]=1. (7) Given the reactants [CH2:1]([N:4]1[C:9]2[C:10]3[CH:16]=[CH:15][NH:14][C:11]=3[N:12]=[CH:13][C:8]=2[CH2:7][N:6]([C:17]2[C:22]([F:23])=[C:21]([O:24][CH3:25])[CH:20]=[C:19]([O:26][CH3:27])[C:18]=2[F:28])[C:5]1=[O:29])[CH:2]=[CH2:3].[H-].[Na+].[C:32]1([S:38](Cl)(=[O:40])=[O:39])[CH:37]=[CH:36][CH:35]=[CH:34][CH:33]=1, predict the reaction product. The product is: [CH2:1]([N:4]1[C:9]2[C:10]3[CH:16]=[CH:15][N:14]([S:38]([C:32]4[CH:37]=[CH:36][CH:35]=[CH:34][CH:33]=4)(=[O:40])=[O:39])[C:11]=3[N:12]=[CH:13][C:8]=2[CH2:7][N:6]([C:17]2[C:18]([F:28])=[C:19]([O:26][CH3:27])[CH:20]=[C:21]([O:24][CH3:25])[C:22]=2[F:23])[C:5]1=[O:29])[CH:2]=[CH2:3]. (8) Given the reactants [OH:1][C:2]1[CH:7]=[CH:6][C:5]([C:8]2[CH:12]=[C:11]([C:13]([NH2:15])=[O:14])[O:10][N:9]=2)=[CH:4][CH:3]=1.C([O-])([O-])=O.[K+].[K+].Cl[CH2:23][C:24]1[CH:29]=[CH:28][CH:27]=[CH:26][C:25]=1[C:30]([F:33])([F:32])[F:31], predict the reaction product. The product is: [F:31][C:30]([F:32])([F:33])[C:25]1[CH:26]=[CH:27][CH:28]=[CH:29][C:24]=1[CH2:23][O:1][C:2]1[CH:3]=[CH:4][C:5]([C:8]2[CH:12]=[C:11]([C:13]([NH2:15])=[O:14])[O:10][N:9]=2)=[CH:6][CH:7]=1. (9) Given the reactants [N:1]1([C:7]([N:9]2[CH2:14][CH:13]([C:15]3[CH:20]=[CH:19][C:18]([C:21]([F:24])([F:23])[F:22])=[CH:17][CH:16]=3)[CH2:12][CH:11]([C:25](=[S:27])[NH2:26])[CH2:10]2)=[O:8])[CH2:6][CH2:5][O:4][CH2:3][CH2:2]1.Br[CH2:29][C:30](=O)[CH2:31][CH:32]([CH3:34])[CH3:33], predict the reaction product. The product is: [CH3:33][CH:32]([CH3:34])[CH2:31][C:30]1[N:26]=[C:25]([CH:11]2[CH2:12][CH:13]([C:15]3[CH:20]=[CH:19][C:18]([C:21]([F:22])([F:23])[F:24])=[CH:17][CH:16]=3)[CH2:14][N:9]([C:7]([N:1]3[CH2:6][CH2:5][O:4][CH2:3][CH2:2]3)=[O:8])[CH2:10]2)[S:27][CH:29]=1. (10) Given the reactants C(OCC)(=O)CCC([O:6][C:7]1[C:16]2[CH:15]=[C:14]([C:17]3[CH:22]=[CH:21][CH:20]=[CH:19][CH:18]=3)[N:13]=[N:12][C:11]=2[N:10]([CH3:23])[C:9](=[O:24])[CH:8]=1)=O.OC1C2C=C(C3C=CC=CC=3)N=NC=2N(C)C(=O)C=1.Cl[C:49](=[O:57])[CH2:50][CH2:51][C:52]([O:54]CC)=[O:53], predict the reaction product. The product is: [OH:6][C:7]1[C:16]2[CH:15]=[C:14]([C:17]3[CH:18]=[CH:19][CH:20]=[CH:21][CH:22]=3)[N:13]=[N:12][C:11]=2[N:10]([CH3:23])[C:9](=[O:24])[C:8]=1[C:49](=[O:57])[CH2:50][CH2:51][C:52]([OH:54])=[O:53].